Dataset: Reaction yield outcomes from USPTO patents with 853,638 reactions. Task: Predict the reaction yield, written as a fraction of the theoretical maximum amount of product (1.0 means a 100% yield; for example, 0.34 means a 34% yield). (1) The reactants are [C:1]([O:5][C:6]([N:8]1[CH2:11][CH:10]([C:12]2[CH:13]=[C:14]3[C:20]([C:21]([O:23][CH3:24])=[O:22])=[N:19][N:18](S(C4C=CC(C)=CC=4)(=O)=O)[C:15]3=[N:16][CH:17]=2)[CH2:9]1)=[O:7])([CH3:4])([CH3:3])[CH3:2].[OH-].[Li+]. The catalyst is O1CCCC1.CO.O. The product is [C:1]([O:5][C:6]([N:8]1[CH2:9][CH:10]([C:12]2[CH:13]=[C:14]3[C:20]([C:21]([O:23][CH3:24])=[O:22])=[N:19][NH:18][C:15]3=[N:16][CH:17]=2)[CH2:11]1)=[O:7])([CH3:4])([CH3:3])[CH3:2]. The yield is 0.356. (2) The product is [CH:22]1([CH2:21][N:11]2[C:12]3[CH2:17][CH2:16][N:15]([C:18](=[O:20])[CH3:19])[CH2:14][C:13]=3[C:9]([NH:8][C:4]3[CH:5]=[CH:6][CH:7]=[C:2]([B:36]4[O:37][C:38]([CH3:40])([CH3:39])[C:34]([CH3:50])([CH3:33])[O:35]4)[CH:3]=3)=[N:10]2)[CH2:24][CH2:23]1. The catalyst is O1CCOCC1.C1C=CC(P(C2C=CC=CC=2)[C-]2C=CC=C2)=CC=1.C1C=CC(P(C2C=CC=CC=2)[C-]2C=CC=C2)=CC=1.Cl[Pd]Cl.[Fe+2]. The yield is 0.850. The reactants are Br[C:2]1[CH:3]=[C:4]([NH:8][C:9]2[C:13]3[CH2:14][N:15]([C:18](=[O:20])[CH3:19])[CH2:16][CH2:17][C:12]=3[N:11]([CH2:21][CH:22]3[CH2:24][CH2:23]3)[N:10]=2)[CH:5]=[CH:6][CH:7]=1.CC([O-])=O.[K+].ClCCl.[CH3:33][C:34]1([CH3:50])[C:38]([CH3:40])([CH3:39])[O:37][B:36]([B:36]2[O:37][C:38]([CH3:40])([CH3:39])[C:34]([CH3:50])([CH3:33])[O:35]2)[O:35]1. (3) The reactants are [C:1]([O:5][C:6]([NH:8][C@H:9]([C:28](=[O:35])[N:29]1[CH2:34][CH2:33][CH2:32][CH2:31][CH2:30]1)[CH2:10][C:11]1[CH:12]=[C:13]([C:17]#[C:18][CH2:19][CH2:20][C:21]([O:23][C:24]([CH3:27])([CH3:26])[CH3:25])=[O:22])[CH:14]=[CH:15][CH:16]=1)=[O:7])([CH3:4])([CH3:3])[CH3:2]. The catalyst is C(OCC)(=O)C.[Pd+2]. The product is [C:1]([O:5][C:6]([NH:8][C@H:9]([C:28](=[O:35])[N:29]1[CH2:30][CH2:31][CH2:32][CH2:33][CH2:34]1)[CH2:10][C:11]1[CH:12]=[C:13]([CH2:17][CH2:18][CH2:19][CH2:20][C:21]([O:23][C:24]([CH3:27])([CH3:25])[CH3:26])=[O:22])[CH:14]=[CH:15][CH:16]=1)=[O:7])([CH3:2])([CH3:3])[CH3:4]. The yield is 0.970. (4) The reactants are [H-].[Na+].[CH2:3]1COCC1.[NH:8]1[C:16]2[C:11](=[CH:12][CH:13]=[CH:14][CH:15]=2)[C:10]([CH:17]2[CH2:22][CH2:21][N:20]([CH2:23][CH2:24][N:25]3[C:30](=[O:31])[C:29]4[CH:32]=[CH:33][CH:34]=[CH:35][C:28]=4[N:27]=[N:26]3)[CH2:19][CH2:18]2)=[CH:9]1.IC. The catalyst is O. The product is [CH3:3][N:8]1[C:16]2[C:11](=[CH:12][CH:13]=[CH:14][CH:15]=2)[C:10]([CH:17]2[CH2:22][CH2:21][N:20]([CH2:23][CH2:24][N:25]3[C:30](=[O:31])[C:29]4[CH:32]=[CH:33][CH:34]=[CH:35][C:28]=4[N:27]=[N:26]3)[CH2:19][CH2:18]2)=[CH:9]1. The yield is 0.410. (5) The product is [Br:16][C:14]1[O:15][C:11]([C:9]2[C:8]([CH3:20])=[CH:7][N:6]=[C:5]([NH:4][C:1](=[O:3])[CH3:2])[CH:10]=2)=[CH:12][C:13]=1[C:17]1[N:22]=[CH:24][NH:29][N:19]=1. The catalyst is C1(C)C=CC=CC=1. The reactants are [C:1]([NH:4][C:5]1[CH:10]=[C:9]([C:11]2[O:15][C:14]([Br:16])=[C:13]([C:17]([NH2:19])=O)[CH:12]=2)[C:8]([CH3:20])=[CH:7][N:6]=1)(=[O:3])[CH3:2].C[N:22]([CH:24](OC)OC)C.[NH2:29]N. The yield is 0.660. (6) The reactants are [C:1](N1C=CN=C1)([N:3]1[CH:7]=[CH:6]N=[CH:4]1)=[O:2].[NH2:13][CH2:14][C:15]1[N:20]=[C:19]([C:21]#[C:22][C:23]2[C:24]([NH:29][C:30]3[CH:35]=[CH:34][C:33]([O:36][CH2:37][C:38]4[CH:43]=[CH:42][CH:41]=[C:40]([F:44])[CH:39]=4)=[C:32]([Cl:45])[CH:31]=3)=[N:25][CH:26]=[N:27][CH:28]=2)[CH:18]=[CH:17][CH:16]=1.C(O)(C(F)(F)F)=[O:47].CCN(C(C)C)C(C)C.CNCCO. The catalyst is C(Cl)(Cl)Cl.O. The product is [Cl:45][C:32]1[CH:31]=[C:30]([CH:35]=[CH:34][C:33]=1[O:36][CH2:37][C:38]1[CH:43]=[CH:42][CH:41]=[C:40]([F:44])[CH:39]=1)[NH:29][C:24]1[C:23]([C:22]#[C:21][C:19]2[N:20]=[C:15]([CH2:14][NH:13][C:1](=[O:2])[N:3]([CH2:7][CH2:6][OH:47])[CH3:4])[CH:16]=[CH:17][CH:18]=2)=[CH:28][N:27]=[CH:26][N:25]=1. The yield is 0.380.